Dataset: Forward reaction prediction with 1.9M reactions from USPTO patents (1976-2016). Task: Predict the product of the given reaction. (1) Given the reactants [NH2:1][C:2]1[S:6][C:5]2[CH2:7][CH2:8][CH2:9][CH2:10][C:4]=2[C:3]=1[C:11]([O:13]CC)=O.[CH2:16]([NH:23][C:24](=O)[C:25]1[CH:30]=[C:29]([O:31][CH3:32])[C:28]([O:33][CH3:34])=[C:27]([O:35][CH3:36])[CH:26]=1)[C:17]1[CH:22]=[CH:21][CH:20]=[CH:19][CH:18]=1.O=P(Cl)(Cl)Cl, predict the reaction product. The product is: [CH2:16]([N:23]1[C:11](=[O:13])[C:3]2[C:4]3[CH2:10][CH2:9][CH2:8][CH2:7][C:5]=3[S:6][C:2]=2[N:1]=[C:24]1[C:25]1[CH:26]=[C:27]([O:35][CH3:36])[C:28]([O:33][CH3:34])=[C:29]([O:31][CH3:32])[CH:30]=1)[C:17]1[CH:18]=[CH:19][CH:20]=[CH:21][CH:22]=1. (2) Given the reactants F[C:2]1[CH:7]=[CH:6][C:5]([NH:8][C:9](=[O:20])[C:10]2[CH:15]=[CH:14][CH:13]=[C:12]([C:16]([F:19])([F:18])[F:17])[CH:11]=2)=[CH:4][C:3]=1[N+:21]([O-:23])=[O:22].C([O-])([O-])=O.[K+].[K+].[C:30]([C:34]1[CH:39]=[CH:38][C:37]([SH:40])=[CH:36][CH:35]=1)([CH3:33])([CH3:32])[CH3:31], predict the reaction product. The product is: [C:30]([C:34]1[CH:35]=[CH:36][C:37]([S:40][C:2]2[CH:7]=[CH:6][C:5]([NH:8][C:9](=[O:20])[C:10]3[CH:15]=[CH:14][CH:13]=[C:12]([C:16]([F:19])([F:18])[F:17])[CH:11]=3)=[CH:4][C:3]=2[N+:21]([O-:23])=[O:22])=[CH:38][CH:39]=1)([CH3:33])([CH3:31])[CH3:32]. (3) Given the reactants [C:1]1(=O)[CH2:6][CH2:5][CH2:4][CH2:3][CH2:2]1.[NH:8]1[CH2:12][CH2:11][CH2:10][CH2:9]1, predict the reaction product. The product is: [C:1]1([N:8]2[CH2:12][CH2:11][CH2:10][CH2:9]2)[CH2:6][CH2:5][CH2:4][CH2:3][CH:2]=1. (4) Given the reactants C1C=CC(P(C2C=CC=CC=2)C2C=CC=CC=2)=CC=1.C(Br)(Br)(Br)Br.O=C[C@H](NC(=O)OC(C)(C)C)C.Br[C:38](Br)=[CH:39][C@H:40]([NH:42][C:43](=[O:49])[O:44][C:45]([CH3:48])([CH3:47])[CH3:46])[CH3:41].[Li]CCCC, predict the reaction product. The product is: [CH3:41][C@@H:40]([NH:42][C:43](=[O:49])[O:44][C:45]([CH3:48])([CH3:47])[CH3:46])[C:39]#[CH:38]. (5) The product is: [CH:21]([C:13]1[C:12]2[C@@H:24]([C:32]3[CH:33]=[CH:34][C:35]([C:38]([F:40])([F:39])[F:41])=[CH:36][CH:37]=3)[O:25][C:26]3([CH2:31][CH2:30][O:29][CH2:28][CH2:27]3)[C:11]=2[C:10]2[C@@H:9]([OH:8])[CH2:18][C:17]([CH3:20])([CH3:19])[CH2:16][C:15]=2[N:14]=1)([CH3:23])[CH3:22]. Given the reactants [Si]([O:8][C@H:9]1[CH2:18][C:17]([CH3:20])([CH3:19])[CH2:16][C:15]2[N:14]=[C:13]([CH:21]([CH3:23])[CH3:22])[C:12]3[C@@H:24]([C:32]4[CH:37]=[CH:36][C:35]([C:38]([F:41])([F:40])[F:39])=[CH:34][CH:33]=4)[O:25][C:26]4([CH2:31][CH2:30][O:29][CH2:28][CH2:27]4)[C:11]=3[C:10]1=2)(C(C)(C)C)(C)C.[F-].C([N+](CCCC)(CCCC)CCCC)CCC, predict the reaction product. (6) Given the reactants [H-].[Na+].[C:3]([O:7][C:8](=[O:29])[N:9]([CH:16]1[CH2:21][CH2:20][N:19]([CH2:22][C:23]2[CH:28]=[CH:27][CH:26]=[CH:25][CH:24]=2)[CH2:18][CH2:17]1)[CH2:10][C:11]1[N:12]=[CH:13][NH:14][CH:15]=1)([CH3:6])([CH3:5])[CH3:4].[CH3:30][Si:31]([CH3:38])([CH3:37])[CH2:32][CH2:33][O:34][CH2:35]Cl.C(OCC)(=O)C, predict the reaction product. The product is: [C:3]([O:7][C:8](=[O:29])[N:9]([CH:16]1[CH2:17][CH2:18][N:19]([CH2:22][C:23]2[CH:28]=[CH:27][CH:26]=[CH:25][CH:24]=2)[CH2:20][CH2:21]1)[CH2:10][C:11]1[N:12]=[CH:13][N:14]([CH2:35][O:34][CH2:33][CH2:32][Si:31]([CH3:38])([CH3:37])[CH3:30])[CH:15]=1)([CH3:6])([CH3:4])[CH3:5].